Dataset: Forward reaction prediction with 1.9M reactions from USPTO patents (1976-2016). Task: Predict the product of the given reaction. Given the reactants [C:1]([O:5][C:6]([N:8]1[CH2:12][C@H:11]([S:13][CH2:14][C:15]2[CH:20]=[CH:19][C:18]([O:21][CH3:22])=[CH:17][CH:16]=2)[CH2:10][C@H:9]1[CH:23]=[N:24][CH2:25][C:26]1[CH:31]=[C:30]([F:32])[CH:29]=[CH:28][C:27]=1[F:33])=[O:7])([CH3:4])([CH3:3])[CH3:2].[BH4-].[Na+].O, predict the reaction product. The product is: [C:1]([O:5][C:6]([N:8]1[CH2:12][C@H:11]([S:13][CH2:14][C:15]2[CH:20]=[CH:19][C:18]([O:21][CH3:22])=[CH:17][CH:16]=2)[CH2:10][C@H:9]1[CH2:23][NH:24][CH2:25][C:26]1[CH:31]=[C:30]([F:32])[CH:29]=[CH:28][C:27]=1[F:33])=[O:7])([CH3:4])([CH3:2])[CH3:3].